Dataset: Reaction yield outcomes from USPTO patents with 853,638 reactions. Task: Predict the reaction yield, written as a fraction of the theoretical maximum amount of product (1.0 means a 100% yield; for example, 0.34 means a 34% yield). (1) The reactants are [Cl:1][C:2]1[N:7]=[CH:6][C:5](Br)=[CH:4][N:3]=1.C(=O)([O-])[O-].[K+].[K+].[CH3:15][O:16][C:17]([C:19]1[CH:20]=[C:21](B(O)O)[CH:22]=[CH:23][CH:24]=1)=[O:18].O. The catalyst is C1(C)C=CC=CC=1. The product is [Cl:1][C:2]1[N:7]=[CH:6][C:5]([C:23]2[CH:22]=[CH:21][CH:20]=[C:19]([C:17]([O:16][CH3:15])=[O:18])[CH:24]=2)=[CH:4][N:3]=1. The yield is 0.140. (2) The reactants are [CH2:1]([CH:8]1[C:13](=[O:14])[NH:12][C:11](=[O:15])[NH:10][C:9]1=[O:16])[C:2]1[CH:7]=[CH:6][CH:5]=[CH:4][CH:3]=1.[C:17]([O:21][C:22]([NH:24][OH:25])=[O:23])([CH3:20])([CH3:19])[CH3:18].C(=O)([O-])[O-].[K+].[K+].I([O-])(=O)(=O)=O.[Na+]. The catalyst is C(O)C. The product is [C:17]([O:21][C:22]([N:24]([OH:25])[C:8]1([CH2:1][C:2]2[CH:7]=[CH:6][CH:5]=[CH:4][CH:3]=2)[C:9](=[O:16])[NH:10][C:11](=[O:15])[NH:12][C:13]1=[O:14])=[O:23])([CH3:20])([CH3:19])[CH3:18]. The yield is 1.00.